From a dataset of Reaction yield outcomes from USPTO patents with 853,638 reactions. Predict the reaction yield, written as a fraction of the theoretical maximum amount of product (1.0 means a 100% yield; for example, 0.34 means a 34% yield). (1) The reactants are [NH2:1][C:2]1[N:10]=[CH:9][N:8]=[C:7]2[C:3]=1[N:4]=[CH:5][N:6]2[C@H:11]1[C@@H:15]2[O:16][C:17]([CH3:20])([CH3:19])[O:18][C@@H:14]2[C@@H:13]([CH2:21][NH:22][CH2:23][CH2:24][CH2:25][NH:26][C:27]([NH:29][C:30]2[CH:35]=[CH:34][C:33]([C:36]([CH3:39])([CH3:38])[CH3:37])=[CH:32][CH:31]=2)=[O:28])[O:12]1.O=[CH:41][CH2:42][NH:43][C:44](=[O:50])[O:45][C:46]([CH3:49])([CH3:48])[CH3:47].[BH-](OC(C)=O)(OC(C)=O)OC(C)=O.[Na+]. The catalyst is ClCCCl. The product is [C:46]([O:45][C:44](=[O:50])[NH:43][CH2:42][CH2:41][N:22]([CH2:21][C@@H:13]1[C@@H:14]2[C@@H:15]([O:16][C:17]([CH3:19])([CH3:20])[O:18]2)[C@H:11]([N:6]2[CH:5]=[N:4][C:3]3[C:7]2=[N:8][CH:9]=[N:10][C:2]=3[NH2:1])[O:12]1)[CH2:23][CH2:24][CH2:25][NH:26][C:27]([NH:29][C:30]1[CH:35]=[CH:34][C:33]([C:36]([CH3:39])([CH3:38])[CH3:37])=[CH:32][CH:31]=1)=[O:28])([CH3:49])([CH3:48])[CH3:47]. The yield is 0.420. (2) The reactants are P([O-])([O-])([O-])=O.[K+].[K+].[K+].[CH2:9]([B-](F)(F)F)[C:10]1[CH:15]=[CH:14][CH:13]=[CH:12][CH:11]=1.[K+].Cl[C:22]1[C:27]2[O:28][CH:29]([CH3:33])[C:30](=[O:32])[NH:31][C:26]=2[CH:25]=[C:24]([CH:34]=[O:35])[CH:23]=1.C1(P(C2CCCCC2)C2C=CC=CC=2C2C(OC(C)C)=CC=CC=2OC(C)C)CCCCC1. The catalyst is C1(C)C=CC=CC=1.O.CC(O)C. The product is [CH2:9]([C:22]1[C:27]2[O:28][CH:29]([CH3:33])[C:30](=[O:32])[NH:31][C:26]=2[CH:25]=[C:24]([CH:34]=[O:35])[CH:23]=1)[C:10]1[CH:15]=[CH:14][CH:13]=[CH:12][CH:11]=1. The yield is 0.282. (3) The reactants are [Cl:1][C:2]1[C:10]([C:11]#[N:12])=[CH:9][CH:8]=[C:7]2[C:3]=1[CH:4]=[C:5]([CH:17]([F:19])[F:18])[N:6]2[CH2:13][C:14]([OH:16])=O.CCN=C=NCCCN(C)C.Cl.O[NH:33][C:34]([C:36]1[CH:41]=[CH:40][CH:39]=[CH:38][N:37]=1)=[NH:35]. The catalyst is ClCCCl. The product is [Cl:1][C:2]1[C:10]([C:11]#[N:12])=[CH:9][CH:8]=[C:7]2[C:3]=1[CH:4]=[C:5]([CH:17]([F:19])[F:18])[N:6]2[CH2:13][C:14]1[O:16][N:35]=[C:34]([C:36]2[CH:41]=[CH:40][CH:39]=[CH:38][N:37]=2)[N:33]=1. The yield is 0.590. (4) The product is [CH2:11]([N:4]1[C:5]([C:7]([O:9][CH3:10])=[O:8])=[CH:6][C:2]([OH:1])=[N:3]1)[C:12]1[CH:17]=[CH:16][CH:15]=[CH:14][CH:13]=1. The catalyst is O. The yield is 0.220. The reactants are [OH:1][C:2]1[CH:6]=[C:5]([C:7]([O:9][CH3:10])=[O:8])[NH:4][N:3]=1.[CH2:11](Br)[C:12]1[CH:17]=[CH:16][CH:15]=[CH:14][CH:13]=1.C(=O)([O-])[O-].[K+].[K+].CN(C)C=O. (5) The yield is 0.970. The reactants are C(OC(=O)[NH:7][CH:8]1[CH2:13][CH2:12][N:11]([C:14]2[N:15]([CH2:30][CH3:31])[C:16](=[O:29])[CH:17]=[C:18]([C:20]3[CH:25]=[CH:24][C:23]([C:26]#[N:27])=[C:22]([F:28])[CH:21]=3)[N:19]=2)[CH2:10][CH2:9]1)(C)(C)C.Cl. The product is [NH2:7][CH:8]1[CH2:13][CH2:12][N:11]([C:14]2[N:15]([CH2:30][CH3:31])[C:16](=[O:29])[CH:17]=[C:18]([C:20]3[CH:25]=[CH:24][C:23]([C:26]#[N:27])=[C:22]([F:28])[CH:21]=3)[N:19]=2)[CH2:10][CH2:9]1. The catalyst is CC(=O)OCC.